Dataset: Forward reaction prediction with 1.9M reactions from USPTO patents (1976-2016). Task: Predict the product of the given reaction. (1) Given the reactants [C:1]1([CH3:39])[CH:6]=[CH:5][C:4]([S:7]([N:10]2[CH2:18][CH2:17][N:16](S(C3C=CC(C)=CC=3)(=O)=O)[CH2:15][CH2:14][N:13](S(C3C=CC(C)=CC=3)(=O)=O)[CH2:12][CH2:11]2)(=[O:9])=[O:8])=[CH:3][CH:2]=1.C1(O)C=CC=CC=1, predict the reaction product. The product is: [C:1]1([CH3:39])[CH:2]=[CH:3][C:4]([S:7]([N:10]2[CH2:11][CH2:12][NH:13][CH2:14][CH2:15][NH:16][CH2:17][CH2:18]2)(=[O:8])=[O:9])=[CH:5][CH:6]=1. (2) Given the reactants [C:1]([O:5][C:6]([N:8]1[CH2:13][CH2:12][CH2:11][C@@H:10]([C:14]([OH:16])=O)[CH2:9]1)=[O:7])([CH3:4])([CH3:3])[CH3:2].[CH3:17][NH:18][NH2:19], predict the reaction product. The product is: [CH3:17][NH:18][NH:19][C:14]([C@@H:10]1[CH2:11][CH2:12][CH2:13][N:8]([C:6]([O:5][C:1]([CH3:4])([CH3:3])[CH3:2])=[O:7])[CH2:9]1)=[O:16]. (3) Given the reactants [I:1][C:2]1[CH:7]=[CH:6][N:5]=[C:4]([OH:8])[CH:3]=1.[H-].[Na+].CI.[C:13]([O-])(O)=O.[Na+], predict the reaction product. The product is: [I:1][C:2]1[CH:7]=[CH:6][N:5]([CH3:13])[C:4](=[O:8])[CH:3]=1. (4) Given the reactants [CH:1]1([C:4]2[C:5]([O:13][CH2:14][C:15]([F:18])([F:17])[F:16])=[CH:6][C:7]([C:10](O)=O)=[N:8][CH:9]=2)[CH2:3][CH2:2]1.C1N=CN(C(N2C=NC=C2)=O)C=1.CCN(C(C)C)C(C)C.[NH2:40][C:41]([CH3:49])([CH2:45][CH:46]([CH3:48])[CH3:47])[C:42]([NH2:44])=[O:43], predict the reaction product. The product is: [CH:1]1([C:4]2[C:5]([O:13][CH2:14][C:15]([F:18])([F:17])[F:16])=[CH:6][C:7]([C:10]3[NH:44][C:42](=[O:43])[C:41]([CH3:49])([CH2:45][CH:46]([CH3:48])[CH3:47])[N:40]=3)=[N:8][CH:9]=2)[CH2:3][CH2:2]1. (5) Given the reactants [Br-].[C:2]([CH2:4]CC[P+](C1C=CC=CC=1)(C1C=CC=CC=1)C1C=CC=CC=1)#[N:3].C([N-]C(C)C)(C)C.[Li+].CCCCCCC.[O:41]=[C:42]1[C:50]2[C:45](=[CH:46][CH:47]=[CH:48][CH:49]=2)[C:44](=[O:51])[N:43]1[CH2:52][C:53]1[CH:54]=[C:55]2[C:60](=[CH:61][CH:62]=1)[N:59]=[C:58]([CH2:63][CH2:64][C:65]#N)[CH:57]=[CH:56]2, predict the reaction product. The product is: [O:51]=[C:44]1[C:45]2[C:50](=[CH:49][CH:48]=[CH:47][CH:46]=2)[C:42](=[O:41])[N:43]1[CH2:52][C:53]1[CH:54]=[C:55]2[C:60](=[CH:61][CH:62]=1)[N:59]=[C:58]([CH:63]=[CH:64][CH2:65][CH2:4][C:2]#[N:3])[CH:57]=[CH:56]2.